Dataset: Full USPTO retrosynthesis dataset with 1.9M reactions from patents (1976-2016). Task: Predict the reactants needed to synthesize the given product. (1) Given the product [O:28]=[S:17]1[C:18]2[CH:23]=[CH:22][CH:21]=[CH:20][C:19]=2[C:15]2[CH:14]=[C:13]([NH:12][C:10]([O:9][CH2:8][C:7]3[CH:26]=[CH:27][C:4]([N+:1]([O-:3])=[O:2])=[CH:5][CH:6]=3)=[O:11])[CH:25]=[CH:24][C:16]1=2, predict the reactants needed to synthesize it. The reactants are: [N+:1]([C:4]1[CH:27]=[CH:26][C:7]([CH2:8][O:9][C:10]([NH:12][C:13]2[CH:25]=[CH:24][C:16]3[S:17][C:18]4[CH:23]=[CH:22][CH:21]=[CH:20][C:19]=4[C:15]=3[CH:14]=2)=[O:11])=[CH:6][CH:5]=1)([O-:3])=[O:2].[OH:28]O. (2) Given the product [Cl:1][C:2]1[C:3]([CH3:26])=[C:4]([C:23](=[O:25])[CH3:24])[C:5]([O:22][CH2:28][CH2:29][OH:30])=[C:6]([O:10][CH2:11][CH2:12][CH:13]([C:15]2[CH:20]=[CH:19][C:18]([F:21])=[CH:17][CH:16]=2)[CH3:14])[C:7]=1[O:8][CH3:9], predict the reactants needed to synthesize it. The reactants are: [Cl:1][C:2]1[C:3]([CH3:26])=[C:4]([C:23](=[O:25])[CH3:24])[C:5]([OH:22])=[C:6]([O:10][CH2:11][CH2:12][CH:13]([C:15]2[CH:20]=[CH:19][C:18]([F:21])=[CH:17][CH:16]=2)[CH3:14])[C:7]=1[O:8][CH3:9].Br[CH2:28][CH2:29][OH:30]. (3) Given the product [CH3:1][O:2][C:3]1[CH:4]=[C:5]([CH:30]=[CH:31][C:32]=1[O:33][CH3:34])[CH2:6][N:7]1[C:16](=[O:17])[C:15]2[C:10](=[CH:11][CH:12]=[C:13]([CH2:18][NH:19][C:20](=[O:22])[CH3:21])[CH:14]=2)[N:9]([CH:23]2[CH2:28][CH2:27][N:26]([CH:35]=[O:36])[CH2:25][CH2:24]2)[C:8]1=[O:29], predict the reactants needed to synthesize it. The reactants are: [CH3:1][O:2][C:3]1[CH:4]=[C:5]([CH:30]=[CH:31][C:32]=1[O:33][CH3:34])[CH2:6][N:7]1[C:16](=[O:17])[C:15]2[C:10](=[CH:11][CH:12]=[C:13]([CH2:18][NH:19][C:20](=[O:22])[CH3:21])[CH:14]=2)[N:9]([CH:23]2[CH2:28][CH2:27][NH:26][CH2:25][CH2:24]2)[C:8]1=[O:29].[CH:35]([O-])=[O:36].[NH4+]. (4) Given the product [Br:16][CH2:13][C:4]1[CH:5]=[CH:6][C:7]([O:11][CH3:12])=[C:8]([O:9][CH3:10])[C:3]=1[O:2][CH3:1], predict the reactants needed to synthesize it. The reactants are: [CH3:1][O:2][C:3]1[C:8]([O:9][CH3:10])=[C:7]([O:11][CH3:12])[CH:6]=[CH:5][C:4]=1[CH2:13]O.P(Br)(Br)[Br:16]. (5) Given the product [OH:15][CH2:14][CH:11]1[CH2:12][CH2:13][N:8]([C:2]([O:4][CH:5]([CH3:7])[CH3:6])=[O:3])[CH2:9][CH2:10]1, predict the reactants needed to synthesize it. The reactants are: Cl[C:2]([O:4][CH:5]([CH3:7])[CH3:6])=[O:3].[NH:8]1[CH2:13][CH2:12][CH:11]([CH2:14][OH:15])[CH2:10][CH2:9]1.C(N(CC)CC)C.